Dataset: Forward reaction prediction with 1.9M reactions from USPTO patents (1976-2016). Task: Predict the product of the given reaction. (1) Given the reactants [CH3:1][O:2][C:3](=[O:34])[C:4]1[CH:9]=[C:8]([O:10][C:11]2[CH:16]=[CH:15][CH:14]=[CH:13][CH:12]=2)[CH:7]=[C:6]([C:17](=O)[C:18]2[CH:23]=[CH:22][C:21]([N:24]([C:26]3[CH:31]=[CH:30][C:29]([Cl:32])=[CH:28][CH:27]=3)[CH3:25])=[CH:20][CH:19]=2)[CH:5]=1.[OH:35][NH2:36].Cl.N1C=CC=CC=1, predict the reaction product. The product is: [CH3:1][O:2][C:3](=[O:34])[C:4]1[CH:9]=[C:8]([O:10][C:11]2[CH:16]=[CH:15][CH:14]=[CH:13][CH:12]=2)[CH:7]=[C:6]([C:17]([C:18]2[CH:23]=[CH:22][C:21]([N:24]([C:26]3[CH:31]=[CH:30][C:29]([Cl:32])=[CH:28][CH:27]=3)[CH3:25])=[CH:20][CH:19]=2)=[N:36][OH:35])[CH:5]=1. (2) Given the reactants [Cl:1][C:2]1[C:10]([C:11]#[N:12])=[CH:9][C:5]([C:6]([OH:8])=[O:7])=[C:4]([CH3:13])[N:3]=1.C(NC(=NC(C)C)O[C:20]([CH3:23])([CH3:22])[CH3:21])(C)C, predict the reaction product. The product is: [Cl:1][C:2]1[C:10]([C:11]#[N:12])=[CH:9][C:5]([C:6]([O:8][C:20]([CH3:23])([CH3:22])[CH3:21])=[O:7])=[C:4]([CH3:13])[N:3]=1. (3) Given the reactants [N:1]1[CH:6]=[CH:5][CH:4]=[C:3]([O:7][C:8]2[N:16]=[CH:15][CH:14]=[CH:13][C:9]=2[C:10](O)=[O:11])[CH:2]=1.C(Cl)(=O)C([Cl:20])=O, predict the reaction product. The product is: [N:1]1[CH:6]=[CH:5][CH:4]=[C:3]([O:7][C:8]2[N:16]=[CH:15][CH:14]=[CH:13][C:9]=2[C:10]([Cl:20])=[O:11])[CH:2]=1. (4) Given the reactants [NH2:1][C:2]1[C:3]([C:9]([NH:11][NH2:12])=[O:10])=[N:4][C:5]([Br:8])=[CH:6][N:7]=1.[Br:13][CH2:14][C:15]1[CH:23]=[CH:22][C:18]([C:19](O)=O)=[CH:17][CH:16]=1.BrP(Br)(C1C=CC=CC=1)(C1C=CC=CC=1)C1C=CC=CC=1.CCN(C(C)C)C(C)C, predict the reaction product. The product is: [Br:8][C:5]1[N:4]=[C:3]([C:9]2[O:10][C:19]([C:18]3[CH:22]=[CH:23][C:15]([CH2:14][Br:13])=[CH:16][CH:17]=3)=[N:12][N:11]=2)[C:2]([NH2:1])=[N:7][CH:6]=1. (5) Given the reactants [Cl:1][C:2]1[CH:41]=[CH:40][C:5]([CH2:6][NH:7][C:8]([C:10]2[C:11](=[O:39])[C:12]3[CH:26]=[C:25]([CH2:27][N:28]([CH2:30][C@@H:31]([OH:38])[C:32]4[CH:37]=[CH:36][CH:35]=[CH:34][N:33]=4)[CH3:29])[S:24][C:13]=3[N:14]([CH2:16][CH:17]3[CH2:21][O:20]C(C)(C)[O:18]3)[CH:15]=2)=[O:9])=[CH:4][CH:3]=1.Cl(O)(=O)(=O)=O.C([O-])(O)=O.[Na+], predict the reaction product. The product is: [Cl:1][C:2]1[CH:41]=[CH:40][C:5]([CH2:6][NH:7][C:8]([C:10]2[C:11](=[O:39])[C:12]3[CH:26]=[C:25]([CH2:27][N:28]([CH2:30][C@@H:31]([OH:38])[C:32]4[CH:37]=[CH:36][CH:35]=[CH:34][N:33]=4)[CH3:29])[S:24][C:13]=3[N:14]([CH2:16][CH:17]([OH:18])[CH2:21][OH:20])[CH:15]=2)=[O:9])=[CH:4][CH:3]=1. (6) Given the reactants [F:1][C:2]1[CH:7]=[C:6]([N+:8]([O-])=O)[CH:5]=[C:4]([F:11])[C:3]=1[N:12]1[CH2:17][CH2:16][N:15]([CH:18]2[CH2:21][O:20][CH2:19]2)[CH2:14][CH2:13]1, predict the reaction product. The product is: [F:11][C:4]1[CH:5]=[C:6]([CH:7]=[C:2]([F:1])[C:3]=1[N:12]1[CH2:17][CH2:16][N:15]([CH:18]2[CH2:21][O:20][CH2:19]2)[CH2:14][CH2:13]1)[NH2:8]. (7) Given the reactants [H-].[Al+3].[Li+].[H-].[H-].[H-].[CH2:7]([O:14][CH2:15][CH:16]1[CH2:19][C:18]([N:22]2[CH2:27][CH2:26][CH2:25][CH2:24][CH2:23]2)([C:20]#[N:21])[CH2:17]1)[C:8]1[CH:13]=[CH:12][CH:11]=[CH:10][CH:9]=1.O.[OH-].[Na+], predict the reaction product. The product is: [CH2:7]([O:14][CH2:15][CH:16]1[CH2:17][C:18]([CH2:20][NH2:21])([N:22]2[CH2:27][CH2:26][CH2:25][CH2:24][CH2:23]2)[CH2:19]1)[C:8]1[CH:9]=[CH:10][CH:11]=[CH:12][CH:13]=1. (8) Given the reactants [OH-].[Na+].CO.C[O:6][C:7](=[O:23])[CH2:8][C:9]1[C:17]2[C:12](=[CH:13][C:14]([C:18]([F:21])([F:20])[F:19])=[CH:15][CH:16]=2)[NH:11][C:10]=1[CH3:22], predict the reaction product. The product is: [CH3:22][C:10]1[NH:11][C:12]2[C:17]([C:9]=1[CH2:8][C:7]([OH:23])=[O:6])=[CH:16][CH:15]=[C:14]([C:18]([F:20])([F:19])[F:21])[CH:13]=2. (9) Given the reactants CC1(C)C(C)(C)OB([C:9]2[CH:19]=[CH:18][C:12]([O:13][CH:14]([CH3:17])[CH2:15][OH:16])=[CH:11][CH:10]=2)O1.[Cl:21][C:22]1[CH:23]=[C:24]2[NH:31][C:30]([O:32][C@H:33]3[CH2:38][O:37][C@H:36]([CH2:39][OH:40])[C@@H:35]([OH:41])[CH2:34]3)=[N:29][C:25]2=[N:26][C:27]=1I.[O-]P([O-])([O-])=O.[K+].[K+].[K+].N#N, predict the reaction product. The product is: [Cl:21][C:22]1[CH:23]=[C:24]2[NH:31][C:30]([O:32][C@H:33]3[CH2:38][O:37][C@H:36]([CH2:39][OH:40])[C@@H:35]([OH:41])[CH2:34]3)=[N:29][C:25]2=[N:26][C:27]=1[C:9]1[CH:10]=[CH:11][C:12]([O:13][CH:14]([CH3:17])[CH2:15][OH:16])=[CH:18][CH:19]=1. (10) Given the reactants [N:1]1([C:7]2[N:12]=[CH:11][C:10]([C:13]([F:16])([F:15])[F:14])=[CH:9][N:8]=2)[CH2:6][CH2:5][NH:4][CH2:3][CH2:2]1.[CH3:17][S:18]([C:21]1[CH:22]=[C:23]([C:33](O)=[O:34])[C:24]([C:27]2[CH:32]=[CH:31][CH:30]=[CH:29][CH:28]=2)=[CH:25][CH:26]=1)(=[O:20])=[O:19], predict the reaction product. The product is: [CH3:17][S:18]([C:21]1[CH:26]=[CH:25][C:24]([C:27]2[CH:32]=[CH:31][CH:30]=[CH:29][CH:28]=2)=[C:23]([C:33]([N:4]2[CH2:5][CH2:6][N:1]([C:7]3[N:8]=[CH:9][C:10]([C:13]([F:14])([F:16])[F:15])=[CH:11][N:12]=3)[CH2:2][CH2:3]2)=[O:34])[CH:22]=1)(=[O:19])=[O:20].